The task is: Binary Classification. Given a drug SMILES string, predict its activity (active/inactive) in a high-throughput screening assay against a specified biological target.. This data is from HIV replication inhibition screening data with 41,000+ compounds from the AIDS Antiviral Screen. (1) The drug is O=C(CSc1nnc(Cc2ccccc2)o1)Nc1ccccc1Cl. The result is 0 (inactive). (2) The compound is COc1ccc(NC2Oc3cc4c(cc3C(c3cccc(OC)c3OC)C2C)OCO4)cc1. The result is 0 (inactive). (3) The drug is O=C1C2=Nc3ccccc3C(O)N2c2ccccc21. The result is 0 (inactive). (4) The drug is CCCCN(CCCC)[Cr](C#[O+])(C#[O+])(C#[O+])(C#[O+])C#[O+]. The result is 0 (inactive).